From a dataset of NCI-60 drug combinations with 297,098 pairs across 59 cell lines. Regression. Given two drug SMILES strings and cell line genomic features, predict the synergy score measuring deviation from expected non-interaction effect. (1) Drug 1: C1=CC(=CC=C1CCC2=CNC3=C2C(=O)NC(=N3)N)C(=O)NC(CCC(=O)O)C(=O)O. Drug 2: CC1=C2C(C(=O)C3(C(CC4C(C3C(C(C2(C)C)(CC1OC(=O)C(C(C5=CC=CC=C5)NC(=O)OC(C)(C)C)O)O)OC(=O)C6=CC=CC=C6)(CO4)OC(=O)C)O)C)O. Cell line: LOX IMVI. Synergy scores: CSS=46.1, Synergy_ZIP=-5.00, Synergy_Bliss=-5.55, Synergy_Loewe=-3.86, Synergy_HSA=-1.42. (2) Drug 1: COC1=NC(=NC2=C1N=CN2C3C(C(C(O3)CO)O)O)N. Drug 2: C1=CN(C=N1)CC(O)(P(=O)(O)O)P(=O)(O)O. Cell line: KM12. Synergy scores: CSS=4.16, Synergy_ZIP=-1.10, Synergy_Bliss=-1.85, Synergy_Loewe=-1.49, Synergy_HSA=-3.23. (3) Drug 1: CC1=C(C=C(C=C1)NC(=O)C2=CC=C(C=C2)CN3CCN(CC3)C)NC4=NC=CC(=N4)C5=CN=CC=C5. Drug 2: CN(C(=O)NC(C=O)C(C(C(CO)O)O)O)N=O. Cell line: SF-268. Synergy scores: CSS=0.188, Synergy_ZIP=0.121, Synergy_Bliss=-0.448, Synergy_Loewe=-0.529, Synergy_HSA=-1.77. (4) Drug 2: COCCOC1=C(C=C2C(=C1)C(=NC=N2)NC3=CC=CC(=C3)C#C)OCCOC.Cl. Synergy scores: CSS=0.0540, Synergy_ZIP=0.220, Synergy_Bliss=-0.811, Synergy_Loewe=1.72, Synergy_HSA=-3.10. Cell line: SR. Drug 1: C#CCC(CC1=CN=C2C(=N1)C(=NC(=N2)N)N)C3=CC=C(C=C3)C(=O)NC(CCC(=O)O)C(=O)O. (5) Drug 1: CC1C(C(CC(O1)OC2CC(CC3=C2C(=C4C(=C3O)C(=O)C5=C(C4=O)C(=CC=C5)OC)O)(C(=O)C)O)N)O.Cl. Drug 2: CC1=C(C(=O)C2=C(C1=O)N3CC4C(C3(C2COC(=O)N)OC)N4)N. Cell line: SR. Synergy scores: CSS=89.2, Synergy_ZIP=3.30, Synergy_Bliss=2.69, Synergy_Loewe=1.92, Synergy_HSA=4.83.